Dataset: Full USPTO retrosynthesis dataset with 1.9M reactions from patents (1976-2016). Task: Predict the reactants needed to synthesize the given product. (1) Given the product [C:31]([C:29]1[N:30]=[C:26]([NH:25][C:23]([CH:13]2[NH:12][CH:11]([CH2:34][C:35]([CH3:37])([CH3:38])[CH3:36])[C:10]3([C:5]4[C:6](=[CH:7][C:2]([Cl:1])=[CH:3][CH:4]=4)[NH:8][C:9]3=[O:39])[CH:14]2[C:15]2[CH:20]=[CH:19][CH:18]=[C:17]([Cl:21])[C:16]=2[F:22])=[O:24])[S:27][CH:28]=1)(=[O:33])[NH2:42], predict the reactants needed to synthesize it. The reactants are: [Cl:1][C:2]1[CH:7]=[C:6]2[NH:8][C:9](=[O:39])[C@:10]3([C@@H:14]([C:15]4[CH:20]=[CH:19][CH:18]=[C:17]([Cl:21])[C:16]=4[F:22])[C@H:13]([C:23]([NH:25][C:26]4[S:27][CH:28]=[C:29]([C:31]([OH:33])=O)[N:30]=4)=[O:24])[NH:12][C@H:11]3[CH2:34][C:35]([CH3:38])([CH3:37])[CH3:36])[C:5]2=[CH:4][CH:3]=1.CC[N:42]=C=NCCCN(C)C.C1C=CC2N(O)N=NC=2C=1.[NH4+].[Cl-].C(N(CC)CC)C. (2) Given the product [C:1]([N:4]1[C:12]2[C:7](=[CH:8][C:9]([C:13](=[O:15])[CH3:14])=[CH:10][CH:11]=2)[C:6](=[C:17]([C:18]2[CH:23]=[CH:22][N:21]=[CH:20][CH:19]=2)[OH:24])[C:5]1=[O:16])(=[O:3])[CH3:2], predict the reactants needed to synthesize it. The reactants are: [C:1]([N:4]1[C:12]2[C:7](=[CH:8][C:9]([C:13](=[O:15])[CH3:14])=[CH:10][CH:11]=2)[CH2:6][C:5]1=[O:16])(=[O:3])[CH3:2].[C:17](O)(=[O:24])[C:18]1[CH:23]=[CH:22][N:21]=[CH:20][CH:19]=1.